Dataset: Catalyst prediction with 721,799 reactions and 888 catalyst types from USPTO. Task: Predict which catalyst facilitates the given reaction. (1) Reactant: [CH3:1][C:2]1([CH3:23])[CH2:6][O:5][C:4]2=[CH:7][C:8]3[O:9][CH2:10][C:11]4([C:21]=3[CH:22]=[C:3]12)[C:19]1[C:14](=[CH:15][CH:16]=[CH:17][CH:18]=1)[NH:13][C:12]4=[O:20].Br[CH2:25][C:26]1[O:27][C:28]([C:31]([F:34])([F:33])[F:32])=[CH:29][CH:30]=1.C(=O)([O-])[O-].[Cs+].[Cs+]. Product: [CH3:1][C:2]1([CH3:23])[CH2:6][O:5][C:4]2=[CH:7][C:8]3[O:9][CH2:10][C:11]4([C:21]=3[CH:22]=[C:3]12)[C:19]1[C:14](=[CH:15][CH:16]=[CH:17][CH:18]=1)[N:13]([CH2:25][C:26]1[O:27][C:28]([C:31]([F:34])([F:33])[F:32])=[CH:29][CH:30]=1)[C:12]4=[O:20]. The catalyst class is: 131. (2) Reactant: [F:1][C:2]1[CH:3]=[CH:4][C:5]([N+:9]([O-:11])=[O:10])=[C:6]([OH:8])[CH:7]=1.[C:12](=O)([O-])[O-].[K+].[K+].S(OC)(OC)(=O)=O. Product: [F:1][C:2]1[CH:3]=[CH:4][C:5]([N+:9]([O-:11])=[O:10])=[C:6]([O:8][CH3:12])[CH:7]=1. The catalyst class is: 21. (3) Reactant: Cl.O1CCOCC1.[O:8]1[CH2:13][CH2:12][N:11]([C:14]2[CH:15]=[C:16]([C:21]3[CH:34]=[CH:33][CH:32]=[C:31]4[C:22]=3[O:23][C:24]3[CH:25]=[CH:26][C:27]([NH:35][CH:36]5[CH2:42][CH2:41][CH2:40][N:39](C(OC(C)(C)C)=O)[CH2:38][CH2:37]5)=[CH:28][C:29]=3[CH2:30]4)[NH:17][C:18](=[O:20])[CH:19]=2)[CH2:10][CH2:9]1.C(=O)([O-])O.[Na+]. Product: [NH:39]1[CH2:40][CH2:41][CH2:42][CH:36]([NH:35][C:27]2[CH:28]=[C:29]3[C:24]([O:23][C:22]4[C:21]([C:16]5[NH:17][C:18](=[O:20])[CH:19]=[C:14]([N:11]6[CH2:12][CH2:13][O:8][CH2:9][CH2:10]6)[CH:15]=5)=[CH:34][CH:33]=[CH:32][C:31]=4[CH2:30]3)=[CH:25][CH:26]=2)[CH2:37][CH2:38]1. The catalyst class is: 5. (4) Reactant: [NH:1]1[CH2:6][CH2:5][CH:4]([CH2:7][N:8]2[C:16]3[C:11](=[CH:12][CH:13]=[CH:14][CH:15]=3)[C:10]3([CH2:20][O:19][C:18]4[CH:21]=[C:22]5[C:26](=[CH:27][C:17]3=4)[CH2:25][CH2:24][O:23]5)[C:9]2=[O:28])[CH2:3][CH2:2]1.C=O.[CH:31](O)=O. Product: [CH3:31][N:1]1[CH2:6][CH2:5][CH:4]([CH2:7][N:8]2[C:16]3[C:11](=[CH:12][CH:13]=[CH:14][CH:15]=3)[C:10]3([CH2:20][O:19][C:18]4[CH:21]=[C:22]5[C:26](=[CH:27][C:17]3=4)[CH2:25][CH2:24][O:23]5)[C:9]2=[O:28])[CH2:3][CH2:2]1. The catalyst class is: 801.